From a dataset of Forward reaction prediction with 1.9M reactions from USPTO patents (1976-2016). Predict the product of the given reaction. Given the reactants [Br:1][C:2]1[C:3]([NH:9][CH:10]2[CH2:15][CH2:14][N:13]([C:16]([O:18][CH2:19][CH3:20])=[O:17])[CH2:12][CH2:11]2)=[N:4][C:5](Cl)=[N:6][CH:7]=1.[NH2:21][CH2:22][C:23]1[CH:28]=[CH:27][CH:26]=[CH:25][N:24]=1, predict the reaction product. The product is: [Br:1][C:2]1[C:3]([NH:9][CH:10]2[CH2:15][CH2:14][N:13]([C:16]([O:18][CH2:19][CH3:20])=[O:17])[CH2:12][CH2:11]2)=[N:4][C:5]([NH:21][CH2:22][C:23]2[CH:28]=[CH:27][CH:26]=[CH:25][N:24]=2)=[N:6][CH:7]=1.